Predict the reactants needed to synthesize the given product. From a dataset of Full USPTO retrosynthesis dataset with 1.9M reactions from patents (1976-2016). (1) Given the product [NH2:14][C:5]1[C:6]2[C:11](=[CH:10][C:9]([N:12]3[C:19]4[CH2:20][C:21]([CH3:25])([CH3:26])[CH2:22][C:23](=[O:24])[C:18]=4[C:15]([CH3:16])=[N:13]3)=[CH:8][CH:7]=2)[C:2]([Br:1])=[CH:3][N:4]=1, predict the reactants needed to synthesize it. The reactants are: [Br:1][C:2]1[C:11]2[C:6](=[CH:7][CH:8]=[C:9]([NH:12][NH2:13])[CH:10]=2)[C:5]([NH2:14])=[N:4][CH:3]=1.[C:15]([CH:18]1[C:23](=[O:24])[CH2:22][C:21]([CH3:26])([CH3:25])[CH2:20][C:19]1=O)(=O)[CH3:16]. (2) Given the product [F:1][C:2]([F:7])([F:6])[C:3]([OH:5])=[O:4].[F:8][C:9]([F:14])([F:13])[C:10]([OH:12])=[O:11].[Cl:22][C:23]1[CH:24]=[N:25][C:26]2[NH:27][C:28]3[CH:29]=[N:30][CH:31]=[C:32]([CH:54]=3)[CH2:33][CH2:34][C:35]3[CH:43]=[C:39]([NH:40][C:41]=1[N:42]=2)[CH:38]=[CH:37][C:36]=3[NH:44][C:45](=[O:53])[CH2:46][CH:47]1[CH2:52][CH2:51][N:50]([S:62]([C:57]2[CH:58]=[CH:59][CH:60]=[CH:61][C:56]=2[F:55])(=[O:64])=[O:63])[CH2:49][CH2:48]1, predict the reactants needed to synthesize it. The reactants are: [F:1][C:2]([F:7])([F:6])[C:3]([OH:5])=[O:4].[F:8][C:9]([F:14])([F:13])[C:10]([OH:12])=[O:11].FC(F)(F)C(O)=O.[Cl:22][C:23]1[CH:24]=[N:25][C:26]2[NH:27][C:28]3[CH:29]=[N:30][CH:31]=[C:32]([CH:54]=3)[CH2:33][CH2:34][C:35]3[CH:43]=[C:39]([NH:40][C:41]=1[N:42]=2)[CH:38]=[CH:37][C:36]=3[NH:44][C:45](=[O:53])[CH2:46][CH:47]1[CH2:52][CH2:51][NH:50][CH2:49][CH2:48]1.[F:55][C:56]1[CH:61]=[CH:60][CH:59]=[CH:58][C:57]=1[S:62](Cl)(=[O:64])=[O:63]. (3) Given the product [C:1]([CH2:3][NH:4][C:5]([C@@H:7]1[CH2:11][CH2:10][CH2:9][C@H:8]1[CH2:12][OH:13])=[O:6])#[N:2], predict the reactants needed to synthesize it. The reactants are: [C:1]([CH2:3][NH:4][C:5]([C@@H:7]1[CH2:11][CH2:10][CH2:9][C@H:8]1[C:12](O)=[O:13])=[O:6])#[N:2].CN1CCOCC1.ClC(OCC(C)C)=O.[BH4-].[Na+]. (4) Given the product [CH3:22][C:23]1[CH:30]=[CH:29][C:26]([CH2:27][O:1][C:2]2[CH:3]=[C:4]([CH2:8][CH2:9][CH2:10][N:11]3[C:19](=[O:20])[C:18]4[C:13](=[CH:14][CH:15]=[CH:16][CH:17]=4)[C:12]3=[O:21])[CH:5]=[CH:6][CH:7]=2)=[CH:25][CH:24]=1, predict the reactants needed to synthesize it. The reactants are: [OH:1][C:2]1[CH:3]=[C:4]([CH2:8][CH2:9][CH2:10][N:11]2[C:19](=[O:20])[C:18]3[C:13](=[CH:14][CH:15]=[CH:16][CH:17]=3)[C:12]2=[O:21])[CH:5]=[CH:6][CH:7]=1.[CH3:22][C:23]1[CH:30]=[CH:29][C:26]([CH2:27]O)=[CH:25][CH:24]=1. (5) Given the product [Cl:48]/[C:5](=[N:46]\[C:38]1[CH:39]=[C:40]([N+:43]([O-:45])=[O:44])[CH:41]=[CH:42][C:37]=1[CH:34]1[CH2:36][CH2:35]1)/[C:1]([F:4])([F:3])[F:2], predict the reactants needed to synthesize it. The reactants are: [C:1]([C:5](O)=O)([F:4])([F:3])[F:2].C1C=CC(P(C2C=CC=CC=2)C2C=CC=CC=2)=CC=1.CCN(CC)CC.[CH:34]1([C:37]2[CH:42]=[CH:41][C:40]([N+:43]([O-:45])=[O:44])=[CH:39][C:38]=2[NH2:46])[CH2:36][CH2:35]1.C(Cl)(Cl)(Cl)[Cl:48]. (6) Given the product [C:5]([OH:9])(=[O:40])/[CH:6]=[CH:73]/[C:74]([OH:75])=[O:78].[C:36]([OH:9])(=[O:40])/[CH:37]=[CH:49]/[C:81]([OH:83])=[O:84].[CH3:23][N:2]([CH2:3][C:4]1[C:5]2[O:9][N:8]=[C:7]([CH2:10][CH2:11][CH:12]3[CH2:13][CH2:14][N:15]([CH2:73][CH:74]4[O:78][CH2:77][CH2:76][O:75]4)[CH2:16][CH2:17]3)[C:6]=2[CH:22]=[CH:21][C:20]=1[CH2:34][NH:33][CH2:54][C:55]1[CH:56]=[CH:57][C:58]([C:59]#[N:60])=[CH:61][CH:62]=1)[CH3:1], predict the reactants needed to synthesize it. The reactants are: [CH3:1][N:2]([CH2:23]C1C=CC(C#N)=CC=1)[C:3]1C=C[C:6]2[C:7]([CH2:10][CH2:11][CH:12]3[CH2:17][CH2:16][NH:15][CH2:14][CH2:13]3)=[N:8][O:9][C:5]=2[C:4]=1/[CH:20]=[CH:21]/[CH3:22].C[N:33]([CH2:54][C:55]1[CH:62]=[CH:61][C:58]([C:59]#[N:60])=[CH:57][CH:56]=1)[C:34]1C=[CH:49][C:37]2C(CCC3CCNCC3)=N[O:40][C:36]=2C=1/C=C\C.C(N(CC)C(C)C)(C)C.Br[CH2:73][CH:74]1[O:78][CH2:77][CH2:76][O:75]1.[I-].[Na+].[C:81](=[O:84])([OH:83])[O-].[Na+].